Dataset: Catalyst prediction with 721,799 reactions and 888 catalyst types from USPTO. Task: Predict which catalyst facilitates the given reaction. (1) Reactant: [Cl:1][C:2]1[C:3]([N:30]([CH3:32])[CH3:31])=[CH:4][C:5]2[O:10][CH:9]([C:11]([N:13]3[CH2:18][CH2:17][C:16]([CH2:21][C:22]4[CH:27]=[CH:26][C:25]([F:28])=[CH:24][CH:23]=4)([C:19]#[N:20])[CH2:15][CH2:14]3)=[O:12])[CH2:8][NH:7][C:6]=2[CH:29]=1.C([O-])([O-])=O.[K+].[K+].Br[CH2:40][CH2:41][OH:42]. Product: [Cl:1][C:2]1[C:3]([N:30]([CH3:31])[CH3:32])=[CH:4][C:5]2[O:10][CH:9]([C:11]([N:13]3[CH2:14][CH2:15][C:16]([CH2:21][C:22]4[CH:23]=[CH:24][C:25]([F:28])=[CH:26][CH:27]=4)([C:19]#[N:20])[CH2:17][CH2:18]3)=[O:12])[CH2:8][N:7]([CH2:40][CH2:41][OH:42])[C:6]=2[CH:29]=1. The catalyst class is: 18. (2) Reactant: Br[CH2:2][C:3]1[C:4]([C:9]#[N:10])=[N:5][CH:6]=[CH:7][CH:8]=1.[CH3:11][O-:12].[Na+]. Product: [CH3:11][O:12][CH2:2][C:3]1[C:4]([C:9]#[N:10])=[N:5][CH:6]=[CH:7][CH:8]=1. The catalyst class is: 5. (3) Reactant: CN([CH:4]=[O:5])C.O=P(Cl)(Cl)Cl.[CH3:11][O:12][CH2:13][CH2:14][N:15]1[C:24]([C:25]2[S:26][CH:27]=[CH:28][CH:29]=2)=[CH:23][C:22]2[C:17](=[CH:18][CH:19]=[CH:20][CH:21]=2)[C:16]1=[O:30]. Product: [CH3:11][O:12][CH2:13][CH2:14][N:15]1[C:24]([C:25]2[S:26][CH:27]=[CH:28][CH:29]=2)=[C:23]([CH:4]=[O:5])[C:22]2[C:17](=[CH:18][CH:19]=[CH:20][CH:21]=2)[C:16]1=[O:30]. The catalyst class is: 4. (4) Reactant: [CH3:1][O:2][C@@H:3]1[CH2:8][CH2:7][C@H:6]([N:9]2[C:18]3[C:13](=[N:14][CH:15]=[C:16]([Sn](C)(C)C)[N:17]=3)[NH:12][C:11](=[O:23])[CH2:10]2)[CH2:5][CH2:4]1.Br[C:25]1[C:26]([CH3:42])=[N:27][C:28]([C:31]2[N:35]=[CH:34][N:33](C3CCCCO3)[N:32]=2)=[CH:29][CH:30]=1.[C:43]1(C)C=[CH:47][CH:46]=[CH:45][C:44]=1P([C:45]1[CH:46]=[CH:47]C=[CH:43][C:44]=1C)[C:45]1[CH:46]=[CH:47]C=[CH:43][C:44]=1C.C(N(CC)CC)C.CN(C)C=[O:75]. Product: [CH3:1][O:2][C@@H:3]1[CH2:8][CH2:7][C@H:6]([N:9]2[C:18]3[C:13](=[N:14][CH:15]=[C:16]([C:25]4[C:26]([CH3:42])=[N:27][C:28]([C:31]5[N:35]([CH:47]6[CH2:46][CH2:45][CH2:44][CH2:43][O:75]6)[CH:34]=[N:33][N:32]=5)=[CH:29][CH:30]=4)[N:17]=3)[NH:12][C:11](=[O:23])[CH2:10]2)[CH2:5][CH2:4]1. The catalyst class is: 110. (5) Reactant: [Cl:1][C:2]1[N:7]=[CH:6][C:5]([C:8]([N:10]2[CH:14]([CH3:15])[CH2:13][CH2:12][CH:11]2[CH3:16])=O)=[C:4]([NH:17][NH2:18])[CH:3]=1.P(Cl)(Cl)(Cl)(Cl)Cl.O. Product: [Cl:1][C:2]1[N:7]=[CH:6][C:5]2[C:8]([N:10]3[CH:14]([CH3:15])[CH2:13][CH2:12][CH:11]3[CH3:16])=[N:18][NH:17][C:4]=2[CH:3]=1. The catalyst class is: 11. (6) Reactant: C(=[N:8][CH:9]1[CH2:15][CH2:14][CH2:13][CH2:12][N:11]([C:16]([O:18][C:19]([CH3:22])([CH3:21])[CH3:20])=[O:17])[CH2:10]1)C1C=CC=CC=1. Product: [NH2:8][CH:9]1[CH2:15][CH2:14][CH2:13][CH2:12][N:11]([C:16]([O:18][C:19]([CH3:22])([CH3:21])[CH3:20])=[O:17])[CH2:10]1. The catalyst class is: 676. (7) Reactant: C([O:8][C:9]1[C:17]2[C:16](=[O:18])[NH:15][N:14]=[C:13]([CH3:19])[C:12]=2[N:11]2[CH2:20][CH2:21][N:22]([CH3:25])[C:23](=[O:24])[C:10]=12)C1C=CC=CC=1.[H-].[Na+].[Cl:28][C:29]1[CH:30]=[C:31]([CH:34]=[CH:35][C:36]=1[Cl:37])[CH2:32]Cl.Br. Product: [Cl:28][C:29]1[CH:30]=[C:31]([CH:34]=[CH:35][C:36]=1[Cl:37])[CH2:32][N:15]1[C:16](=[O:18])[C:17]2[C:9]([OH:8])=[C:10]3[C:23](=[O:24])[N:22]([CH3:25])[CH2:21][CH2:20][N:11]3[C:12]=2[C:13]([CH3:19])=[N:14]1. The catalyst class is: 640. (8) Reactant: C([O:3][C:4](=[O:34])[CH2:5][NH:6][C:7]([C:9]1[C:14](=[O:15])[N:13]([CH2:16][C:17]2[CH:22]=[CH:21][C:20]([C:23]([F:26])([F:25])[F:24])=[CH:19][C:18]=2[F:27])[C:12]([OH:28])=[C:11]([C:29](OC)=[O:30])[C:10]=1[OH:33])=[O:8])C.[F:35][C:36]1[CH:43]=[CH:42][C:39]([CH2:40][NH2:41])=[CH:38][CH:37]=1.[OH-].[Na+]. Product: [F:35][C:36]1[CH:43]=[CH:42][C:39]([CH2:40][NH:41][C:29]([C:11]2[C:10]([OH:33])=[C:9]([C:7]([NH:6][CH2:5][C:4]([OH:3])=[O:34])=[O:8])[C:14](=[O:15])[N:13]([CH2:16][C:17]3[CH:22]=[CH:21][C:20]([C:23]([F:26])([F:25])[F:24])=[CH:19][C:18]=3[F:27])[C:12]=2[OH:28])=[O:30])=[CH:38][CH:37]=1. The catalyst class is: 155.